This data is from Forward reaction prediction with 1.9M reactions from USPTO patents (1976-2016). The task is: Predict the product of the given reaction. (1) Given the reactants [OH-].[K+].[CH:3]1[C:12]2[C:7](=[CH:8][C:9]([C:13]([O:15][CH3:16])=[O:14])=[CH:10][CH:11]=2)[CH:6]=[CH:5][C:4]=1[C:17]([O:19]C)=[O:18], predict the reaction product. The product is: [CH3:16][O:15][C:13]([C:9]1[CH:8]=[C:7]2[C:12](=[CH:11][CH:10]=1)[CH:3]=[C:4]([C:17]([OH:19])=[O:18])[CH:5]=[CH:6]2)=[O:14]. (2) Given the reactants [Cl:1][C:2]1[CH:7]=[CH:6][C:5](B(O)O)=[CH:4][CH:3]=1.Br[C:12]1[CH:13]=[CH:14][C:15]([CH3:19])=[C:16]([CH:18]=1)[NH2:17].C(=O)([O-])[O-].[Na+].[Na+], predict the reaction product. The product is: [NH2:17][C:16]1[CH:18]=[C:12]([C:5]2[CH:6]=[CH:7][C:2]([Cl:1])=[CH:3][CH:4]=2)[CH:13]=[CH:14][C:15]=1[CH3:19]. (3) Given the reactants FC(F)(F)C(O)=O.[Cl:8][S:9]([C:12]1[C:13]([O:28][CH3:29])=[C:14]([CH:25]=[CH:26][CH:27]=1)[C:15]([O:17]CC1C=CC=CC=1)=[O:16])(=[O:11])=[O:10], predict the reaction product. The product is: [Cl:8][S:9]([C:12]1[C:13]([O:28][CH3:29])=[C:14]([CH:25]=[CH:26][CH:27]=1)[C:15]([OH:17])=[O:16])(=[O:11])=[O:10].